Predict the reactants needed to synthesize the given product. From a dataset of Full USPTO retrosynthesis dataset with 1.9M reactions from patents (1976-2016). (1) Given the product [CH3:25][S:26]([N:1]1[C:9]2[C:4](=[CH:5][CH:6]=[CH:7][CH:8]=2)[C:3]([CH:10]2[CH2:15][CH2:14][N:13]([C:16]([O:18][C:19]([CH3:22])([CH3:21])[CH3:20])=[O:17])[CH2:12][CH2:11]2)=[CH:2]1)(=[O:28])=[O:27], predict the reactants needed to synthesize it. The reactants are: [NH:1]1[C:9]2[C:4](=[CH:5][CH:6]=[CH:7][CH:8]=2)[C:3]([CH:10]2[CH2:15][CH2:14][N:13]([C:16]([O:18][C:19]([CH3:22])([CH3:21])[CH3:20])=[O:17])[CH2:12][CH2:11]2)=[CH:2]1.[OH-].[Na+].[CH3:25][S:26](Cl)(=[O:28])=[O:27]. (2) The reactants are: [CH:1]1([C:4]2[N:8]([CH:9]3[CH2:14][CH2:13][N:12]([C:15]4[S:19][C:18]([C:20]([O:22]CC)=[O:21])=[CH:17][CH:16]=4)[CH2:11][CH2:10]3)[N:7]=[CH:6][C:5]=2[C:25]([N:27]2[CH2:31][CH2:30][CH:29]([C:32]3[CH:37]=[CH:36][CH:35]=[CH:34][C:33]=3[C:38]([F:41])([F:40])[F:39])[CH2:28]2)=[O:26])[CH2:3][CH2:2]1.[OH-].[Na+]. Given the product [CH:1]1([C:4]2[N:8]([CH:9]3[CH2:10][CH2:11][N:12]([C:15]4[S:19][C:18]([C:20]([OH:22])=[O:21])=[CH:17][CH:16]=4)[CH2:13][CH2:14]3)[N:7]=[CH:6][C:5]=2[C:25]([N:27]2[CH2:31][CH2:30][CH:29]([C:32]3[CH:37]=[CH:36][CH:35]=[CH:34][C:33]=3[C:38]([F:39])([F:41])[F:40])[CH2:28]2)=[O:26])[CH2:3][CH2:2]1, predict the reactants needed to synthesize it. (3) Given the product [C:33]([O:37][C:38]([N:40]1[CH2:41][CH:42]=[C:43]([C:2]2[N:7]=[CH:6][C:5]([NH:8][C:9]([C:11]3[CH:12]=[N:13][N:14]([C:17]4[CH:22]=[CH:21][C:20]([C:23]([F:26])([F:25])[F:24])=[CH:19][N:18]=4)[C:15]=3[CH3:16])=[O:10])=[CH:4][CH:3]=2)[CH2:44][CH2:45]1)=[O:39])([CH3:36])([CH3:34])[CH3:35], predict the reactants needed to synthesize it. The reactants are: Br[C:2]1[N:7]=[CH:6][C:5]([NH:8][C:9]([C:11]2[CH:12]=[N:13][N:14]([C:17]3[CH:22]=[CH:21][C:20]([C:23]([F:26])([F:25])[F:24])=[CH:19][N:18]=3)[C:15]=2[CH3:16])=[O:10])=[CH:4][CH:3]=1.C(=O)([O-])[O-].[Cs+].[Cs+].[C:33]([O:37][C:38]([N:40]1[CH2:45][CH:44]=[C:43](B2OC(C)(C)C(C)(C)O2)[CH2:42][CH2:41]1)=[O:39])([CH3:36])([CH3:35])[CH3:34].O1CCOCC1. (4) Given the product [CH3:14][N:1]1[C:9]2[C:4](=[N:5][CH:6]=[CH:7][CH:8]=2)[C:3]([CH:10]=[O:11])=[CH:2]1, predict the reactants needed to synthesize it. The reactants are: [NH:1]1[C:9]2[C:4](=[N:5][CH:6]=[CH:7][CH:8]=2)[C:3]([CH:10]=[O:11])=[CH:2]1.[H-].[Na+].[CH3:14]I.O. (5) Given the product [CH:1]([N:4]([CH3:5])[S:17]([C:13]1[CH:14]=[CH:15][CH:16]=[C:11]([N+:8]([O-:10])=[O:9])[CH:12]=1)(=[O:18])=[O:19])([CH3:3])[CH3:2], predict the reactants needed to synthesize it. The reactants are: [CH:1]([NH:4][CH3:5])([CH3:3])[CH3:2].[OH-].[K+].[N+:8]([C:11]1[CH:12]=[C:13]([S:17](Cl)(=[O:19])=[O:18])[CH:14]=[CH:15][CH:16]=1)([O-:10])=[O:9]. (6) Given the product [NH:12]1[C:20]2[C:15](=[CH:16][CH:17]=[CH:18][CH:19]=2)[CH:14]=[C:13]1[P:8]([C:6]1[NH:3][C:4]2[C:5]([CH:7]=1)=[CH:34][CH:33]=[CH:32][CH:37]=2)[Cl:11], predict the reactants needed to synthesize it. The reactants are: C([N:3]([CH2:6][CH3:7])[CH2:4][CH3:5])C.[P:8]([Cl:11])(Cl)Cl.[NH:12]1[C:20]2[C:15](=[CH:16][CH:17]=[CH:18][CH:19]=2)[CH:14]=[CH:13]1.C(N(CC)CC)C.P(Cl)(Cl)Cl.[C:32]1(C)[CH:37]=CC=[CH:34][CH:33]=1.